The task is: Regression/Classification. Given a drug SMILES string, predict its toxicity properties. Task type varies by dataset: regression for continuous values (e.g., LD50, hERG inhibition percentage) or binary classification for toxic/non-toxic outcomes (e.g., AMES mutagenicity, cardiotoxicity, hepatotoxicity). Dataset: ld50_zhu.. This data is from Acute oral toxicity (LD50) regression data from Zhu et al.. (1) The compound is C=CCOC(=O)Cc1ccccc1. The rat oral LD50 is 2.43, given as -log10 of the dose in mol/kg body weight (higher means more acutely toxic). (2) The drug is C=CCNP(=O)(OC=C(Cl)Cl)OCCCl. The rat oral LD50 is 4.07, given as -log10 of the dose in mol/kg body weight (higher means more acutely toxic). (3) The compound is COc1c2ccoc2cc2oc(COC3OC(CO)C(O)C(O)C3O)cc(=O)c12. The rat oral LD50 is 2.44, given as -log10 of the dose in mol/kg body weight (higher means more acutely toxic). (4) The drug is C1COCCN1. The rat oral LD50 is 1.92, given as -log10 of the dose in mol/kg body weight (higher means more acutely toxic). (5) The molecule is COc1c(F)c(F)c2[nH]c(C(F)(F)F)nc2c1F. The rat oral LD50 is 4.97, given as -log10 of the dose in mol/kg body weight (higher means more acutely toxic). (6) The molecule is C=CCN. The rat oral LD50 is 2.75, given as -log10 of the dose in mol/kg body weight (higher means more acutely toxic).